This data is from Reaction yield outcomes from USPTO patents with 853,638 reactions. The task is: Predict the reaction yield, written as a fraction of the theoretical maximum amount of product (1.0 means a 100% yield; for example, 0.34 means a 34% yield). The reactants are [CH3:17][N:16]([CH3:18])[C:14](=[O:15])[C:13]1[CH:19]=[CH:20][CH:21]=[CH:22][C:12]=1[S:11][S:11][C:12]1[CH:22]=[CH:21][CH:20]=[CH:19][C:13]=1[C:14]([N:16]([CH3:18])[CH3:17])=[O:15].S(Cl)(Cl)(=O)=O.[NH:30]1[C:38]2[C:33](=[CH:34][CH:35]=[CH:36][CH:37]=2)[CH:32]=[CH:31]1. The catalyst is ClCCCl.CN(C=O)C. The product is [NH:30]1[C:38]2[C:33](=[CH:34][CH:35]=[CH:36][CH:37]=2)[C:32]([S:11][C:12]2[CH:22]=[CH:21][CH:20]=[CH:19][C:13]=2[C:14]([N:16]([CH3:17])[CH3:18])=[O:15])=[CH:31]1. The yield is 0.260.